This data is from NCI-60 drug combinations with 297,098 pairs across 59 cell lines. The task is: Regression. Given two drug SMILES strings and cell line genomic features, predict the synergy score measuring deviation from expected non-interaction effect. (1) Drug 1: C1CC(C1)(C(=O)O)C(=O)O.[NH2-].[NH2-].[Pt+2]. Drug 2: C(CC(=O)O)C(=O)CN.Cl. Cell line: UACC-257. Synergy scores: CSS=4.27, Synergy_ZIP=-0.806, Synergy_Bliss=0.467, Synergy_Loewe=-0.770, Synergy_HSA=-1.05. (2) Drug 1: CC1C(C(CC(O1)OC2CC(CC3=C2C(=C4C(=C3O)C(=O)C5=C(C4=O)C(=CC=C5)OC)O)(C(=O)C)O)N)O.Cl. Drug 2: CC(C)CN1C=NC2=C1C3=CC=CC=C3N=C2N. Cell line: MDA-MB-231. Synergy scores: CSS=1.87, Synergy_ZIP=-4.79, Synergy_Bliss=-1.28, Synergy_Loewe=-14.8, Synergy_HSA=-1.99.